This data is from Full USPTO retrosynthesis dataset with 1.9M reactions from patents (1976-2016). The task is: Predict the reactants needed to synthesize the given product. (1) Given the product [Br:1][C:2]1[CH:9]=[CH:8][C:5]([CH:6]([OH:7])[CH3:12])=[C:4]([O:10][CH3:11])[CH:3]=1, predict the reactants needed to synthesize it. The reactants are: [Br:1][C:2]1[CH:9]=[CH:8][C:5]([CH:6]=[O:7])=[C:4]([O:10][CH3:11])[CH:3]=1.[CH3:12][Mg]Br.[Cl-].[NH4+]. (2) Given the product [O:20]=[C:15]1[CH2:14][C:13]2[C:17](=[CH:18][CH:19]=[C:11]([C:9]([C:8]3[CH:7]=[C:6]([NH:5][C:1](=[O:3])[CH3:2])[CH:23]=[CH:22][CH:21]=3)=[O:10])[CH:12]=2)[NH:16]1, predict the reactants needed to synthesize it. The reactants are: [C:1](Cl)(=[O:3])[CH3:2].[NH2:5][C:6]1[CH:7]=[C:8]([CH:21]=[CH:22][CH:23]=1)[C:9]([C:11]1[CH:12]=[C:13]2[C:17](=[CH:18][CH:19]=1)[NH:16][C:15](=[O:20])[CH2:14]2)=[O:10]. (3) The reactants are: [CH:1]1[CH:2]=[CH:3][N:4]2[CH2:10][C:9]3[CH:11]=[CH:12][CH:13]=[CH:14][C:8]=3[N:7]([C:15]([C:17]3[CH:22]=[CH:21][C:20]([C:23]4[CH2:28][CH2:27][CH2:26][CH2:25][CH:24]=4)=[CH:19][CH:18]=3)=[O:16])[CH2:6][C:5]=12.FC(F)(F)S(O[C:35]1[C:44]2C(=CC=CC=2)C[CH2:37][CH:36]=1)(=O)=O. Given the product [CH:1]1[CH:2]=[CH:3][N:4]2[CH2:10][C:9]3[CH:11]=[CH:12][CH:13]=[CH:14][C:8]=3[N:7]([C:15]([C:17]3[CH:18]=[CH:19][C:20]([C:23]4[C:28]5[C:27](=[CH:44][CH:35]=[CH:36][CH:37]=5)[CH2:26][CH2:25][CH:24]=4)=[CH:21][CH:22]=3)=[O:16])[CH2:6][C:5]=12, predict the reactants needed to synthesize it. (4) Given the product [CH2:1]([O:8][C@H:9]1[C@H:14]([O:15][CH2:16][C:17]2[CH:22]=[CH:21][CH:20]=[CH:19][CH:18]=2)[C@@H:13]([O:23][CH2:24][C:25]2[CH:26]=[CH:27][CH:28]=[CH:29][CH:30]=2)[C@@:12]([C:33]2[CH:38]=[CH:37][C:36]([Cl:39])=[C:35]([CH2:40][C:41]3[CH:42]=[CH:43][C:44]4[O:48][CH2:47][CH2:46][C:45]=4[CH:49]=3)[CH:34]=2)([O:31][CH3:32])[O:11][C:10]1([CH2:52][OH:53])[CH2:50][OH:51])[C:2]1[CH:3]=[CH:4][CH:5]=[CH:6][CH:7]=1, predict the reactants needed to synthesize it. The reactants are: [CH2:1]([O:8][C@H:9]1[C@H:14]([O:15][CH2:16][C:17]2[CH:22]=[CH:21][CH:20]=[CH:19][CH:18]=2)[C@@H:13]([O:23][CH2:24][C:25]2[CH:30]=[CH:29][CH:28]=[CH:27][CH:26]=2)[C@@:12]([C:33]2[CH:38]=[CH:37][C:36]([Cl:39])=[C:35]([CH2:40][C:41]3[CH:42]=[CH:43][C:44]4[O:48][CH2:47][CH2:46][C:45]=4[CH:49]=3)[CH:34]=2)([O:31][CH3:32])[O:11][C@:10]1([CH2:52][OH:53])[CH:50]=[O:51])[C:2]1[CH:7]=[CH:6][CH:5]=[CH:4][CH:3]=1.[BH4-].[Na+]. (5) Given the product [Cl:12][C:5]1[CH:4]=[C:3]([C:16]2[CH:15]=[C:14]([F:13])[CH:19]=[CH:18][C:17]=2[O:23][CH3:24])[CH:8]=[CH:7][C:6]=1[CH:9]([NH2:11])[CH3:10], predict the reactants needed to synthesize it. The reactants are: Cl.Br[C:3]1[CH:8]=[CH:7][C:6]([CH:9]([NH2:11])[CH3:10])=[C:5]([Cl:12])[CH:4]=1.[F:13][C:14]1[CH:15]=[CH:16][C:17]([O:23][CH3:24])=[C:18](B(O)O)[CH:19]=1.